This data is from Reaction yield outcomes from USPTO patents with 853,638 reactions. The task is: Predict the reaction yield, written as a fraction of the theoretical maximum amount of product (1.0 means a 100% yield; for example, 0.34 means a 34% yield). The reactants are [Si]([O:8][CH2:9][C:10]1([CH3:36])[S:16][CH2:15][CH2:14][N:13]2[C:17]([C:20]3([C:23]4[CH:28]=[CH:27][C:26]([C:29]5[CH:30]=[N:31][N:32]([CH3:34])[CH:33]=5)=[CH:25][C:24]=4[F:35])[CH2:22][CH2:21]3)=[N:18][N:19]=[C:12]2[CH2:11]1)(C(C)(C)C)(C)C.Cl. The catalyst is CO. The product is [F:35][C:24]1[CH:25]=[C:26]([C:29]2[CH:30]=[N:31][N:32]([CH3:34])[CH:33]=2)[CH:27]=[CH:28][C:23]=1[C:20]1([C:17]2[N:13]3[CH2:14][CH2:15][S:16][C:10]([CH2:9][OH:8])([CH3:36])[CH2:11][C:12]3=[N:19][N:18]=2)[CH2:21][CH2:22]1. The yield is 0.690.